This data is from Reaction yield outcomes from USPTO patents with 853,638 reactions. The task is: Predict the reaction yield, written as a fraction of the theoretical maximum amount of product (1.0 means a 100% yield; for example, 0.34 means a 34% yield). (1) The reactants are Cl[CH2:2][C:3]([NH:5][C:6]1[S:7][C:8]2[C:13]([N:14]=1)=[CH:12][CH:11]=[C:10]([O:15][C:16]1[CH:17]=[C:18]([NH:24][C:25](=[O:37])[C:26]3[CH:31]=[CH:30][CH:29]=[C:28]([C:32]([C:35]#[N:36])([CH3:34])[CH3:33])[CH:27]=3)[CH:19]=[CH:20][C:21]=1[C:22]#[N:23])[N:9]=2)=[O:4].C(N(CC)CC)C.[CH3:45][N:46]1[CH2:51][CH2:50][NH:49][CH2:48][CH2:47]1. The catalyst is O1CCCC1.C(OCC)(=O)C. The product is [C:35]([C:32]([C:28]1[CH:27]=[C:26]([CH:31]=[CH:30][CH:29]=1)[C:25]([NH:24][C:18]1[CH:19]=[CH:20][C:21]([C:22]#[N:23])=[C:16]([O:15][C:10]2[N:9]=[C:8]3[S:7][C:6]([NH:5][C:3](=[O:4])[CH2:2][N:49]4[CH2:50][CH2:51][N:46]([CH3:45])[CH2:47][CH2:48]4)=[N:14][C:13]3=[CH:12][CH:11]=2)[CH:17]=1)=[O:37])([CH3:34])[CH3:33])#[N:36]. The yield is 0.470. (2) The reactants are [Cl:1][C:2]1[CH:3]=[C:4]([NH:10]N=C2CCCCC2=O)[CH:5]=[C:6]([Cl:9])[C:7]=1[Cl:8].OS(O)(=O)=O.[C:24]([O-:27])([O-])=O.[Na+].[Na+]. The catalyst is CC#N. The product is [Cl:9][C:6]1[C:7]([Cl:8])=[C:2]([Cl:1])[CH:3]=[C:4]2[C:5]=1[C:2]1[CH2:7][CH2:6][CH2:5][C:24](=[O:27])[C:3]=1[NH:10]2. The yield is 0.160. (3) The reactants are [OH-].[Na+].[F:3][C:4]1[CH:5]=[C:6](/[CH:31]=[CH:32]/[C:33]([O:35]C)=[O:34])[CH:7]=[C:8]([F:30])[C:9]=1[CH:10]1[C:15]2[NH:16][C:17]3[C:22]([C:14]=2[CH2:13][C:12]([CH3:24])([CH3:23])[N:11]1[CH2:25][C:26]([F:29])([CH3:28])[CH3:27])=[CH:21][CH:20]=[CH:19][CH:18]=3.CO.Cl. The catalyst is C1COCC1.O.CCOC(C)=O. The product is [F:30][C:8]1[CH:7]=[C:6](/[CH:31]=[CH:32]/[C:33]([OH:35])=[O:34])[CH:5]=[C:4]([F:3])[C:9]=1[CH:10]1[C:15]2[NH:16][C:17]3[C:22]([C:14]=2[CH2:13][C:12]([CH3:24])([CH3:23])[N:11]1[CH2:25][C:26]([F:29])([CH3:27])[CH3:28])=[CH:21][CH:20]=[CH:19][CH:18]=3. The yield is 0.860. (4) The reactants are [N+:1]([C:4]1[CH:9]=[CH:8][C:7]([N:10]2[CH2:15][CH2:14][N:13]([CH2:16][C@@H:17]([OH:19])[CH3:18])[CH2:12][CH2:11]2)=[CH:6][CH:5]=1)([O-])=O.C(O)C.[H][H]. The product is [NH2:1][C:4]1[CH:5]=[CH:6][C:7]([N:10]2[CH2:11][CH2:12][N:13]([CH2:16][C@@H:17]([OH:19])[CH3:18])[CH2:14][CH2:15]2)=[CH:8][CH:9]=1. The yield is 0.950. The catalyst is C(OCC)(=O)C.[Pd]. (5) The reactants are C([O:3][C:4](=O)[CH2:5][CH2:6][C:7]([F:16])([F:15])[CH2:8][CH2:9][C:10](OCC)=[O:11])C.[H-].[H-].[H-].[H-].[Li+].[Al+3].O.[OH-].[Na+]. The catalyst is C(OCC)C.C(OCC)(=O)C. The product is [F:15][C:7]([F:16])([CH2:8][CH2:9][CH2:10][OH:11])[CH2:6][CH2:5][CH2:4][OH:3]. The yield is 0.680.